From a dataset of TCR-epitope binding with 47,182 pairs between 192 epitopes and 23,139 TCRs. Binary Classification. Given a T-cell receptor sequence (or CDR3 region) and an epitope sequence, predict whether binding occurs between them. The epitope is GTITVEELK. The TCR CDR3 sequence is CASSYAFLQGKRGGAFF. Result: 1 (the TCR binds to the epitope).